Task: Predict the product of the given reaction.. Dataset: Forward reaction prediction with 1.9M reactions from USPTO patents (1976-2016) Given the reactants [CH2:1]([C:3]1([CH2:27][CH3:28])[CH2:8][CH2:7][CH:6]([C:9]2[CH:10]=[C:11]([N:21]3[CH2:26][CH2:25][O:24][CH2:23][CH2:22]3)[CH:12]=[CH:13][C:14]=2[N:15]2[CH2:20][CH2:19][NH:18][CH2:17][CH2:16]2)[CH2:5][CH2:4]1)[CH3:2].C(=O)([O-])[O-].[K+].[K+].Br[CH2:36][C:37](=[O:40])[CH2:38][CH3:39].O, predict the reaction product. The product is: [CH2:27]([C:3]1([CH2:1][CH3:2])[CH2:8][CH2:7][CH:6]([C:9]2[CH:10]=[C:11]([N:21]3[CH2:22][CH2:23][O:24][CH2:25][CH2:26]3)[CH:12]=[CH:13][C:14]=2[N:15]2[CH2:16][CH2:17][N:18]([CH2:36][C:37](=[O:40])[CH2:38][CH3:39])[CH2:19][CH2:20]2)[CH2:5][CH2:4]1)[CH3:28].